Predict the product of the given reaction. From a dataset of Forward reaction prediction with 1.9M reactions from USPTO patents (1976-2016). (1) Given the reactants C(P(CCCC)CCCC)CCC.[CH2:14]([O:16][C@@H:17]([CH2:23][C:24]1[CH:29]=[CH:28][C:27]([OH:30])=[CH:26][CH:25]=1)[C:18]([O:20][CH2:21][CH3:22])=[O:19])[CH3:15].[CH2:31]([O:33][C:34](=[O:68])[C@@H:35]([O:65][CH2:66][CH3:67])[CH2:36][C:37]1[CH:42]=[CH:41][C:40]([O:43][CH2:44]/[CH:45]=[C:46](/[C:48]2[CH:53]=[CH:52][C:51]([C:54]3[CH:59]=[CH:58][C:57](/[C:60](/[CH3:64])=[CH:61]/[CH2:62]O)=[CH:56][CH:55]=3)=[CH:50][CH:49]=2)\[CH3:47])=[CH:39][CH:38]=1)[CH3:32], predict the reaction product. The product is: [CH2:21]([O:20][C:18](=[O:19])[C@@H:17]([O:16][CH2:14][CH3:15])[CH2:23][C:24]1[CH:25]=[CH:26][C:27]([O:30][CH2:62]/[CH:61]=[C:60](/[C:57]2[CH:56]=[CH:55][C:54]([C:51]3[CH:52]=[CH:53][C:48](/[C:46](/[CH3:47])=[CH:45]/[CH2:44][O:43][C:40]4[CH:39]=[CH:38][C:37]([CH2:36][C@H:35]([O:65][CH2:66][CH3:67])[C:34]([O:33][CH2:31][CH3:32])=[O:68])=[CH:42][CH:41]=4)=[CH:49][CH:50]=3)=[CH:59][CH:58]=2)\[CH3:64])=[CH:28][CH:29]=1)[CH3:22]. (2) Given the reactants N#N.Cl[CH2:4][C:5]1[O:6][CH:7]=[C:8]([C:10]([O:13][CH3:14])([CH3:12])[CH3:11])[N:9]=1.[N+:15]([C:18]1[CH:22]=[N:21][NH:20][N:19]=1)([O-:17])=[O:16].CCN(C(C)C)C(C)C, predict the reaction product. The product is: [CH3:14][O:13][C:10]([C:8]1[N:9]=[C:5]([CH2:4][N:20]2[N:19]=[C:18]([N+:15]([O-:17])=[O:16])[CH:22]=[N:21]2)[O:6][CH:7]=1)([CH3:12])[CH3:11]. (3) The product is: [OH:25][C@H:22]1[CH2:23][CH2:24][C@H:19]([O:18][C:14]2[C:13]3[C:9]([O:8][CH2:7][CH:4]4[CH2:5][CH2:6][N:1]([CH2:26][C:28]5([C:34]([O:36][CH3:37])=[O:35])[CH2:33][CH2:32][O:31][CH2:30][CH2:29]5)[CH2:2][CH2:3]4)=[N:10][O:11][C:12]=3[CH:17]=[CH:16][CH:15]=2)[CH2:20][CH2:21]1. Given the reactants [NH:1]1[CH2:6][CH2:5][CH:4]([CH2:7][O:8][C:9]2[C:13]3[C:14]([O:18][C@H:19]4[CH2:24][CH2:23][C@H:22]([OH:25])[CH2:21][CH2:20]4)=[CH:15][CH:16]=[CH:17][C:12]=3[O:11][N:10]=2)[CH2:3][CH2:2]1.[CH:26]([C:28]1([C:34]([O:36][CH3:37])=[O:35])[CH2:33][CH2:32][O:31][CH2:30][CH2:29]1)=O.C(C1(C(OC)=O)CCC1)=O, predict the reaction product. (4) Given the reactants [H-].[Na+].[I-].[CH3:4][S+](C)(C)=O.[N:9]1[S:10][CH:11]=[C:12]2[C:17](/[CH:18]=[CH:19]/[C:20]([O:22][CH2:23][CH3:24])=[O:21])=[CH:16][CH:15]=[CH:14][C:13]=12.O, predict the reaction product. The product is: [N:9]1[S:10][CH:11]=[C:12]2[C:17]([CH:18]3[CH2:4][CH:19]3[C:20]([O:22][CH2:23][CH3:24])=[O:21])=[CH:16][CH:15]=[CH:14][C:13]=12.